Dataset: Blood-brain barrier permeability regression values from the B3DB database. Task: Regression/Classification. Given a drug SMILES string, predict its absorption, distribution, metabolism, or excretion properties. Task type varies by dataset: regression for continuous measurements (e.g., permeability, clearance, half-life) or binary classification for categorical outcomes (e.g., BBB penetration, CYP inhibition). For this dataset (b3db_regression), we predict Y. (1) The compound is C1CN(CCC1COC2=CC=C(C=C2)C#N)C/C=C/I. The Y is 1.13 log(BB ratio). (2) The molecule is CC1C(=O)NC2(CCCC2)C(=O)N1. The Y is -0.260 log(BB ratio). (3) The compound is C[C@@H]1[C@H]([C@H](C[C@@H](O1)O[C@@H]2[C@H](O[C@H](C[C@@H]2O)O[C@@H]3[C@H](O[C@H](C[C@@H]3O)O[C@H]4CC[C@]5([C@@H](C4)CC[C@@H]6[C@@H]5C[C@H]([C@]7([C@@]6(CCC7C8=CC(=O)OC8)O)C)O)C)C)C)O)O. The Y is -1.23 log(BB ratio). (4) The drug is CN1CCN2C(C1)C3=CC=CC=C3CC4=C2N=CC=C4. The Y is 0.500 log(BB ratio). (5) The molecule is C1=CC=C2C(=C1)C3=C(N2)C=NC=C3. The Y is 0.480 log(BB ratio). (6) The drug is C1CNCC2=CC=CC=C21. The Y is 0.560 log(BB ratio). (7) The molecule is CCC1=CC=C(C=C1)N2C=NC3=C(C2=O)SC4=NC=CC(=C34)N(C)C. The Y is -0.470 log(BB ratio). (8) The Y is 0.650 log(BB ratio). The compound is CCC1=C(C(=NC(=N1)N)N)C2=CC(=C(C=C2)Cl)Cl. (9) The Y is -0.0400 log(BB ratio). The molecule is O.